From a dataset of Catalyst prediction with 721,799 reactions and 888 catalyst types from USPTO. Predict which catalyst facilitates the given reaction. (1) Reactant: [CH:1]1([N:4]2[CH2:9][CH2:8][N:7]3[N:10]=[C:11]([N+:13]([O-])=O)[CH:12]=[C:6]3[CH2:5]2)[CH2:3][CH2:2]1.[NH4+].[Cl-]. Product: [CH:1]1([N:4]2[CH2:9][CH2:8][N:7]3[N:10]=[C:11]([NH2:13])[CH:12]=[C:6]3[CH2:5]2)[CH2:3][CH2:2]1. The catalyst class is: 190. (2) Reactant: [OH:1][CH2:2][C@@H:3]1[C@@H:8]([OH:9])[C@H:7]([OH:10])[C@H:6]([OH:11])[C@@H:5]([CH2:12]/[CH:13]=[CH:14]/[C:15]2[CH:20]=[CH:19][CH:18]=[C:17]([C:21]#[C:22][C@@H:23]3[C@@H:28]([O:29]CC4C=CC=CC=4)[C@@H:27]([O:37]CC4C=CC=CC=4)[C@H:26]([O:45]CC4C=CC=CC=4)[C@@H:25]([CH2:53][O:54]CC4C=CC=CC=4)[O:24]3)[CH:16]=2)[O:4]1.[Si](I)(C)(C)C. Product: [OH:1][CH2:2][C@@H:3]1[C@@H:8]([OH:9])[C@H:7]([OH:10])[C@H:6]([OH:11])[C@@H:5]([CH2:12]/[CH:13]=[CH:14]/[C:15]2[CH:20]=[CH:19][CH:18]=[C:17]([C:21]#[C:22][C@@H:23]3[C@@H:28]([OH:29])[C@@H:27]([OH:37])[C@H:26]([OH:45])[C@@H:25]([CH2:53][OH:54])[O:24]3)[CH:16]=2)[O:4]1. The catalyst class is: 23. (3) Reactant: [Br:1][C:2]1[CH:7]=[C:6]([O:8][CH3:9])[CH:5]=[CH:4][C:3]=1[OH:10].[Cl:11][CH2:12][CH2:13]Cl.[OH-].[Na+]. Product: [Br:1][C:2]1[CH:7]=[C:6]([O:8][CH3:9])[CH:5]=[CH:4][C:3]=1[O:10][CH2:13][CH2:12][Cl:11]. The catalyst class is: 786.